Dataset: Catalyst prediction with 721,799 reactions and 888 catalyst types from USPTO. Task: Predict which catalyst facilitates the given reaction. (1) Reactant: Cl.Cl.[CH3:3][C@@:4]1([CH2:15][N:16]2[CH2:21][CH2:20][NH:19][CH2:18][CH2:17]2)[O:8][C:7]2=[N:9][C:10]([N+:12]([O-:14])=[O:13])=[CH:11][N:6]2[CH2:5]1.C(=O)([O-])[O-].[K+].[K+].[Cl:28][C:29]1[CH:34]=[CH:33][C:32]([C:35]2[CH2:36][CH2:37][N:38]([C:41](Cl)=[O:42])[CH2:39][CH:40]=2)=[CH:31][CH:30]=1.O. Product: [Cl:28][C:29]1[CH:34]=[CH:33][C:32]([C:35]2[CH2:40][CH2:39][N:38]([C:41]([N:19]3[CH2:18][CH2:17][N:16]([CH2:15][C@:4]4([CH3:3])[O:8][C:7]5=[N:9][C:10]([N+:12]([O-:14])=[O:13])=[CH:11][N:6]5[CH2:5]4)[CH2:21][CH2:20]3)=[O:42])[CH2:37][CH:36]=2)=[CH:31][CH:30]=1. The catalyst class is: 3. (2) Reactant: C([O-])(=O)C.[K+].Cl[C:7]1[N:12]=[CH:11][N:10]=[C:9]2[NH:13][N:14]=[CH:15][C:8]=12.[F:16][C:17]1[C:22](B(O)O)=[CH:21][CH:20]=[CH:19][N:18]=1.O. Product: [F:16][C:17]1[C:22]([C:7]2[N:12]=[CH:11][N:10]=[C:9]3[NH:13][N:14]=[CH:15][C:8]=23)=[CH:21][CH:20]=[CH:19][N:18]=1. The catalyst class is: 14. (3) Reactant: Cl[C:2]1[N:11]=[CH:10][C:9]2[CH2:8][N:7]([C:12]3[C:17]([F:18])=[C:16]([O:19][CH3:20])[CH:15]=[C:14]([O:21][CH3:22])[C:13]=3[F:23])[C:6](=[O:24])[N:5]([CH2:25][CH3:26])[C:4]=2[CH:3]=1.[CH3:27][C:28]1(C)C(C)(C)OB(C=C)O1.C(=O)([O-])[O-].[K+].[K+]. Product: [F:18][C:17]1[C:16]([O:19][CH3:20])=[CH:15][C:14]([O:21][CH3:22])=[C:13]([F:23])[C:12]=1[N:7]1[CH2:8][C:9]2[CH:10]=[N:11][C:2]([CH:27]=[CH2:28])=[CH:3][C:4]=2[N:5]([CH2:25][CH3:26])[C:6]1=[O:24]. The catalyst class is: 70. (4) Reactant: [CH3:1][C:2]1([CH3:15])[C:11]2[C:6](=[CH:7][CH:8]=[CH:9][CH:10]=2)[CH2:5][N:4]([C:12](=[O:14])[CH3:13])[CH2:3]1.[Cl:16][S:17](O)(=[O:19])=[O:18].O. Product: [C:12]([N:4]1[CH2:3][C:2]([CH3:15])([CH3:1])[C:11]2[C:6](=[CH:7][C:8]([S:17]([Cl:16])(=[O:19])=[O:18])=[CH:9][CH:10]=2)[CH2:5]1)(=[O:14])[CH3:13]. The catalyst class is: 4.